This data is from NCI-60 drug combinations with 297,098 pairs across 59 cell lines. The task is: Regression. Given two drug SMILES strings and cell line genomic features, predict the synergy score measuring deviation from expected non-interaction effect. (1) Drug 1: C1=CC(=C2C(=C1NCCNCCO)C(=O)C3=C(C=CC(=C3C2=O)O)O)NCCNCCO. Drug 2: CC1=CC2C(CCC3(C2CCC3(C(=O)C)OC(=O)C)C)C4(C1=CC(=O)CC4)C. Cell line: NCI-H226. Synergy scores: CSS=40.4, Synergy_ZIP=11.3, Synergy_Bliss=11.7, Synergy_Loewe=-29.7, Synergy_HSA=7.68. (2) Drug 1: C1CN1C2=NC(=NC(=N2)N3CC3)N4CC4. Drug 2: CC1C(C(CC(O1)OC2CC(CC3=C2C(=C4C(=C3O)C(=O)C5=C(C4=O)C(=CC=C5)OC)O)(C(=O)CO)O)N)O.Cl. Cell line: HL-60(TB). Synergy scores: CSS=65.4, Synergy_ZIP=-5.46, Synergy_Bliss=-6.40, Synergy_Loewe=-3.41, Synergy_HSA=-0.333. (3) Drug 1: C1=CC=C(C=C1)NC(=O)CCCCCCC(=O)NO. Drug 2: CC1=C(C(=O)C2=C(C1=O)N3CC4C(C3(C2COC(=O)N)OC)N4)N. Cell line: EKVX. Synergy scores: CSS=10.1, Synergy_ZIP=-3.16, Synergy_Bliss=0.0377, Synergy_Loewe=-0.541, Synergy_HSA=2.32. (4) Drug 1: CCC1=CC2CC(C3=C(CN(C2)C1)C4=CC=CC=C4N3)(C5=C(C=C6C(=C5)C78CCN9C7C(C=CC9)(C(C(C8N6C)(C(=O)OC)O)OC(=O)C)CC)OC)C(=O)OC.C(C(C(=O)O)O)(C(=O)O)O. Drug 2: C1=CC(=CC=C1CCCC(=O)O)N(CCCl)CCCl. Cell line: EKVX. Synergy scores: CSS=10.6, Synergy_ZIP=-5.76, Synergy_Bliss=-7.74, Synergy_Loewe=-30.3, Synergy_HSA=-3.97. (5) Drug 1: C1C(C(OC1N2C=NC3=C(N=C(N=C32)Cl)N)CO)O. Drug 2: C1=NC2=C(N1)C(=S)N=CN2. Cell line: MDA-MB-435. Synergy scores: CSS=50.8, Synergy_ZIP=-9.22, Synergy_Bliss=-3.94, Synergy_Loewe=-3.93, Synergy_HSA=-2.06.